Dataset: Catalyst prediction with 721,799 reactions and 888 catalyst types from USPTO. Task: Predict which catalyst facilitates the given reaction. (1) The catalyst class is: 10. Product: [Br:1][C:2]1[N:3]=[CH:4][C:5]([CH2:8][N:16]2[CH:17]=[CH:18][CH:19]=[CH:20][C:15]2=[N:14][C:12](=[O:13])[C:11]([F:21])([F:22])[F:10])=[CH:6][CH:7]=1. Reactant: [Br:1][C:2]1[CH:7]=[CH:6][C:5]([CH2:8]Br)=[CH:4][N:3]=1.[F:10][C:11]([F:22])([F:21])[C:12]([N:14]=[C:15]1[CH:20]=[CH:19][CH:18]=[CH:17][NH:16]1)=[O:13].C(=O)([O-])[O-].[K+].[K+]. (2) Reactant: [CH3:1][CH2:2][CH2:3][CH2:4][CH2:5][N:6]([CH2:8][CH2:9][C:10]([P:16]([OH:19])([OH:18])=[O:17])([P:12]([OH:15])([OH:14])=[O:13])[OH:11])[CH3:7].B([O-])([O-])[O-].B([O-])([O-])[O-].B([O-])([O-])[O-].B([O-])([O-])[O-].[Na+:36].[Na+].[Na+].[Na+].[Na+].[Na+].[Na+].[Na+].[Na+].[Na+].[Na+].[Na+]. Product: [CH3:1][CH2:2][CH2:3][CH2:4][CH2:5][N:6]([CH2:8][CH2:9][C:10]([P:16]([O-:19])([OH:18])=[O:17])([P:12]([OH:15])([OH:14])=[O:13])[OH:11])[CH3:7].[Na+:36]. The catalyst class is: 259. (3) Reactant: Cl.[O:2]1[CH2:6][CH2:5][CH:4]([CH2:7][NH2:8])[CH2:3]1.C(N(CC)CC)C.[C:16]1([C:22]2[O:37][C:25]([CH2:26][O:27][CH2:28][C:29]3[O:33][N:32]=[C:31]([C:34](O)=[O:35])[CH:30]=3)=[CH:24][CH:23]=2)[CH:21]=[CH:20][CH:19]=[CH:18][CH:17]=1.ON1C2C=CC=CC=2N=N1.Cl.C(N=C=NCCCN(C)C)C.Cl. Product: [O:2]1[CH2:6][CH2:5][CH:4]([CH2:7][NH:8][C:34]([C:31]2[CH:30]=[C:29]([CH2:28][O:27][CH2:26][C:25]3[O:37][C:22]([C:16]4[CH:21]=[CH:20][CH:19]=[CH:18][CH:17]=4)=[CH:23][CH:24]=3)[O:33][N:32]=2)=[O:35])[CH2:3]1. The catalyst class is: 22. (4) Reactant: [CH3:1][O:2][C:3]1[CH:18]=[CH:17][C:6]([C:7]([NH:9][C:10]2[C:11]([NH2:16])=[CH:12][CH:13]=[CH:14][CH:15]=2)=[O:8])=[CH:5][CH:4]=1.[C:19]([C:23]1[CH:24]=[C:25]2[C:30](=O)[O:29][C:27](=[O:28])[C:26]2=[CH:32][CH:33]=1)([CH3:22])([CH3:21])[CH3:20]. Product: [CH3:1][O:2][C:3]1[CH:4]=[CH:5][C:6]([C:7]([NH:9][C:10]2[CH:15]=[CH:14][CH:13]=[CH:12][C:11]=2[N:16]2[C:30](=[O:29])[C:25]3[C:26](=[CH:32][CH:33]=[C:23]([C:19]([CH3:21])([CH3:20])[CH3:22])[CH:24]=3)[C:27]2=[O:28])=[O:8])=[CH:17][CH:18]=1. The catalyst class is: 11. (5) Reactant: [CH:1]1([NH:4][C:5](=[O:43])[NH:6][C:7]2[CH:41]=[CH:40][C:10]([O:11][C:12]3[CH:17]=[CH:16][N:15]=[C:14]4[CH:18]=[C:19]([C:21]5[CH:39]=[CH:38][C:24]([CH2:25][N:26]([CH2:34][CH2:35][O:36][CH3:37])C(=O)OC(C)(C)C)=[CH:23][CH:22]=5)[S:20][C:13]=34)=[C:9]([F:42])[CH:8]=2)[CH2:3][CH2:2]1.Cl.O1CCOCC1. Product: [CH:1]1([NH:4][C:5]([NH:6][C:7]2[CH:41]=[CH:40][C:10]([O:11][C:12]3[CH:17]=[CH:16][N:15]=[C:14]4[CH:18]=[C:19]([C:21]5[CH:39]=[CH:38][C:24]([CH2:25][NH:26][CH2:34][CH2:35][O:36][CH3:37])=[CH:23][CH:22]=5)[S:20][C:13]=34)=[C:9]([F:42])[CH:8]=2)=[O:43])[CH2:3][CH2:2]1. The catalyst class is: 326. (6) Reactant: [Cl:1][C:2]1[CH:3]=[C:4]([O:8][CH2:9][CH2:10][CH2:11][NH:12][CH3:13])[CH:5]=[N:6][CH:7]=1.[O:14]=[C:15]([OH:27])[C@@H:16]([C@H:18]([C@H:20]([C@@H:22]([C:24]([OH:26])=[O:25])[OH:23])[OH:21])[OH:19])[OH:17].O. Product: [O:14]=[C:15]([OH:27])[C@@H:16]([C@H:18]([C@H:20]([C@@H:22]([C:24]([OH:26])=[O:25])[OH:23])[OH:21])[OH:19])[OH:17].[Cl:1][C:2]1[CH:3]=[C:4]([O:8][CH2:9][CH2:10][CH2:11][NH:12][CH3:13])[CH:5]=[N:6][CH:7]=1.[Cl:1][C:2]1[CH:3]=[C:4]([O:8][CH2:9][CH2:10][CH2:11][NH:12][CH3:13])[CH:5]=[N:6][CH:7]=1. The catalyst class is: 8. (7) Reactant: [CH3:1][C:2]1([CH3:10])[O:7][C:6](=[O:8])[CH2:5][C:4](=[O:9])[O:3]1.N1C=CC=CC=1.[Cl:17][C:18]1[CH:23]=[CH:22][C:21]([CH2:24][C:25](Cl)=[O:26])=[CH:20][CH:19]=1.Cl. Product: [Cl:17][C:18]1[CH:23]=[CH:22][C:21]([CH2:24][C:25](=[C:5]2[C:6](=[O:8])[O:7][C:2]([CH3:10])([CH3:1])[O:3][C:4]2=[O:9])[OH:26])=[CH:20][CH:19]=1. The catalyst class is: 2.